Dataset: TCR-epitope binding with 47,182 pairs between 192 epitopes and 23,139 TCRs. Task: Binary Classification. Given a T-cell receptor sequence (or CDR3 region) and an epitope sequence, predict whether binding occurs between them. (1) The epitope is QECVRGTTVL. The TCR CDR3 sequence is CASGLVVGHQPQHF. Result: 1 (the TCR binds to the epitope). (2) The epitope is RPRGEVRFL. The TCR CDR3 sequence is CASRMQGRDNEQFF. Result: 1 (the TCR binds to the epitope). (3) The epitope is IIKDYGKQM. The TCR CDR3 sequence is CASSWTDQETQYF. Result: 0 (the TCR does not bind to the epitope).